From a dataset of Reaction yield outcomes from USPTO patents with 853,638 reactions. Predict the reaction yield, written as a fraction of the theoretical maximum amount of product (1.0 means a 100% yield; for example, 0.34 means a 34% yield). The reactants are [CH3:1][O:2][C:3]([NH:5][C@H:6]([C:10]([N:12]1[CH2:16][CH2:15][CH2:14][C@H:13]1[C:17]1[NH:18][C:19]2[CH:29]=[CH:28][C:27]3[C:22](=[CH:23][CH:24]=[C:25]4[C:37]5[CH:36]=[CH:35][C:34]([C:38]6[NH:42][C:41]([C@H:43]7[CH2:47][CH2:46][CH2:45][N:44]7C(OC(C)(C)C)=O)=[N:40][CH:39]=6)=[CH:33][C:32]=5[CH2:31][O:30][C:26]4=3)[C:20]=2[N:21]=1)=[O:11])[CH:7]([CH3:9])[CH3:8])=[O:4].Cl.[CH3:56][O:57][C:58]([NH:60][C@@H:61]([CH:65]([CH3:67])[CH3:66])[C:62](O)=[O:63])=[O:59].CN(C(ON1N=NC2C=CC=NC1=2)=[N+](C)C)C.F[P-](F)(F)(F)(F)F.C(N(C(C)C)CC)(C)C. The catalyst is CN(C)C=O.C(#N)C.CO.[OH-].[Na+].C(OCC)(=O)C.C(O)C. The product is [CH3:1][O:2][C:3]([NH:5][C@@H:6]([CH:7]([CH3:9])[CH3:8])[C:10]([N:12]1[CH2:16][CH2:15][CH2:14][C@H:13]1[C:17]1[NH:18][C:19]2[CH:29]=[CH:28][C:27]3[C:22](=[CH:23][CH:24]=[C:25]4[C:37]5[CH:36]=[CH:35][C:34]([C:38]6[NH:42][C:41]([C@H:43]7[CH2:47][CH2:46][CH2:45][N:44]7[C:62](=[O:63])[C@@H:61]([NH:60][C:58](=[O:59])[O:57][CH3:56])[CH:65]([CH3:67])[CH3:66])=[N:40][CH:39]=6)=[CH:33][C:32]=5[CH2:31][O:30][C:26]4=3)[C:20]=2[N:21]=1)=[O:11])=[O:4]. The yield is 0.670.